The task is: Predict the product of the given reaction.. This data is from Forward reaction prediction with 1.9M reactions from USPTO patents (1976-2016). (1) Given the reactants [CH:1]([C:4]1[S:13][C:12]2[NH:11][C:10]3[CH:14]=[CH:15][CH:16]=[CH:17][C:9]=3[N:8]=[C:7]([NH2:18])[C:6]=2[N:5]=1)([CH3:3])[CH3:2].[CH3:19][O:20][C:21]1[CH:26]=[CH:25][C:24]([CH2:27][CH2:28][C@H:29]2[CH2:34]N[CH2:32][CH2:31][NH:30]2)=[CH:23][CH:22]=1, predict the reaction product. The product is: [CH:1]([C:4]1[S:13][C:12]2[NH:11][C:10]3[CH:14]=[CH:15][CH:16]=[CH:17][C:9]=3[N:8]=[C:7]([N:18]3[CH2:32][CH2:31][NH:30][C@@H:29]([CH2:28][CH2:27][C:24]4[CH:25]=[CH:26][C:21]([O:20][CH3:19])=[CH:22][CH:23]=4)[CH2:34]3)[C:6]=2[N:5]=1)([CH3:3])[CH3:2]. (2) The product is: [NH2:2][C:3]1[C:8]([NH2:9])=[C:7]([O:12][C:13]2[CH:14]=[C:15]([NH:19][C:20](=[O:23])[CH:21]=[CH2:22])[CH:16]=[CH:17][CH:18]=2)[C:6]([Cl:24])=[CH:5][N:4]=1. Given the reactants Cl.[NH2:2][C:3]1[C:8]([N+:9]([O-])=O)=[C:7]([O:12][C:13]2[CH:14]=[C:15]([NH:19][C:20](=[O:23])[CH:21]=[CH2:22])[CH:16]=[CH:17][CH:18]=2)[C:6]([Cl:24])=[CH:5][N:4]=1, predict the reaction product. (3) Given the reactants [O:1]1[C:5]2[CH:6]=[CH:7][CH:8]=[CH:9][C:4]=2[C:3]([CH2:10][S:11]([OH:14])(=O)=[O:12])=[N:2]1.P(Cl)(Cl)([Cl:17])=O, predict the reaction product. The product is: [CH:8]1[CH:9]=[C:4]2[C:3]([CH2:10][S:11]([Cl:17])(=[O:14])=[O:12])=[N:2][O:1][C:5]2=[CH:6][CH:7]=1. (4) Given the reactants [CH3:1][CH:2]1[CH2:10][C:9]2[C:4](=[CH:5][CH:6]=[CH:7][CH:8]=2)[CH:3]1[NH2:11].[Cl:12][CH2:13][CH2:14][N:15]=[C:16]=[O:17], predict the reaction product. The product is: [Cl:12][CH2:13][CH2:14][NH:15][C:16]([NH:11][CH:3]1[C:4]2[C:9](=[CH:8][CH:7]=[CH:6][CH:5]=2)[CH2:10][CH:2]1[CH3:1])=[O:17]. (5) Given the reactants [OH:1][C:2]1[CH:7]=[CH:6][C:5]([NH:8][C:9](=[O:15])[O:10][C:11]([CH3:14])([CH3:13])[CH3:12])=[CH:4][CH:3]=1.CC1C=CC(S(O[CH2:27][CH2:28][O:29][CH2:30][CH2:31][O:32][CH2:33][CH2:34][N:35]=[N+:36]=[N-:37])(=O)=O)=CC=1.C([O-])([O-])=O.[K+].[K+], predict the reaction product. The product is: [N:35]([CH2:34][CH2:33][O:32][CH2:31][CH2:30][O:29][CH2:28][CH2:27][O:1][C:2]1[CH:3]=[CH:4][C:5]([NH:8][C:9](=[O:15])[O:10][C:11]([CH3:12])([CH3:14])[CH3:13])=[CH:6][CH:7]=1)=[N+:36]=[N-:37]. (6) Given the reactants [F:1][C:2]1[CH:23]=[C:22]([N+:24]([O-])=O)[CH:21]=[CH:20][C:3]=1[O:4][C:5]1[N:10]=[CH:9][N:8]=[C:7]([N:11]([CH3:19])[C:12](=[O:18])[O:13][C:14]([CH3:17])([CH3:16])[CH3:15])[CH:6]=1, predict the reaction product. The product is: [NH2:24][C:22]1[CH:21]=[CH:20][C:3]([O:4][C:5]2[N:10]=[CH:9][N:8]=[C:7]([N:11]([CH3:19])[C:12](=[O:18])[O:13][C:14]([CH3:17])([CH3:16])[CH3:15])[CH:6]=2)=[C:2]([F:1])[CH:23]=1.